Task: Regression. Given two drug SMILES strings and cell line genomic features, predict the synergy score measuring deviation from expected non-interaction effect.. Dataset: NCI-60 drug combinations with 297,098 pairs across 59 cell lines (1) Drug 1: C1CCC(CC1)NC(=O)N(CCCl)N=O. Drug 2: CCN(CC)CCCC(C)NC1=C2C=C(C=CC2=NC3=C1C=CC(=C3)Cl)OC. Cell line: SK-MEL-5. Synergy scores: CSS=12.8, Synergy_ZIP=-1.94, Synergy_Bliss=-0.207, Synergy_Loewe=-34.0, Synergy_HSA=-3.30. (2) Drug 1: CCCS(=O)(=O)NC1=C(C(=C(C=C1)F)C(=O)C2=CNC3=C2C=C(C=N3)C4=CC=C(C=C4)Cl)F. Drug 2: CC(C)NC(=O)C1=CC=C(C=C1)CNNC.Cl. Cell line: MALME-3M. Synergy scores: CSS=42.1, Synergy_ZIP=4.81, Synergy_Bliss=1.07, Synergy_Loewe=-34.1, Synergy_HSA=-3.15. (3) Drug 1: C1CC(=O)NC(=O)C1N2CC3=C(C2=O)C=CC=C3N. Drug 2: C1=NC(=NC(=O)N1C2C(C(C(O2)CO)O)O)N. Cell line: T-47D. Synergy scores: CSS=0.907, Synergy_ZIP=1.39, Synergy_Bliss=1.75, Synergy_Loewe=-0.522, Synergy_HSA=-0.502. (4) Drug 1: CC(C)CN1C=NC2=C1C3=CC=CC=C3N=C2N. Drug 2: CC12CCC3C(C1CCC2OP(=O)(O)O)CCC4=C3C=CC(=C4)OC(=O)N(CCCl)CCCl.[Na+]. Cell line: RPMI-8226. Synergy scores: CSS=15.0, Synergy_ZIP=-5.76, Synergy_Bliss=-0.765, Synergy_Loewe=11.7, Synergy_HSA=-0.426. (5) Drug 1: CC1C(C(CC(O1)OC2CC(CC3=C2C(=C4C(=C3O)C(=O)C5=C(C4=O)C(=CC=C5)OC)O)(C(=O)C)O)N)O.Cl. Drug 2: CN(CCCl)CCCl.Cl. Cell line: CAKI-1. Synergy scores: CSS=39.7, Synergy_ZIP=-12.3, Synergy_Bliss=-12.2, Synergy_Loewe=-11.5, Synergy_HSA=-6.76. (6) Drug 1: CC1C(C(=O)NC(C(=O)N2CCCC2C(=O)N(CC(=O)N(C(C(=O)O1)C(C)C)C)C)C(C)C)NC(=O)C3=C4C(=C(C=C3)C)OC5=C(C(=O)C(=C(C5=N4)C(=O)NC6C(OC(=O)C(N(C(=O)CN(C(=O)C7CCCN7C(=O)C(NC6=O)C(C)C)C)C)C(C)C)C)N)C. Drug 2: C1CN1C2=NC(=NC(=N2)N3CC3)N4CC4. Cell line: MOLT-4. Synergy scores: CSS=73.7, Synergy_ZIP=0.501, Synergy_Bliss=0.0182, Synergy_Loewe=-4.39, Synergy_HSA=-2.55.